Dataset: Peptide-MHC class I binding affinity with 185,985 pairs from IEDB/IMGT. Task: Regression. Given a peptide amino acid sequence and an MHC pseudo amino acid sequence, predict their binding affinity value. This is MHC class I binding data. (1) The peptide sequence is AEALLADGL. The MHC is HLA-B08:01 with pseudo-sequence HLA-B08:01. The binding affinity (normalized) is 0.0847. (2) The peptide sequence is IKRKLRTLIL. The MHC is HLA-B08:01 with pseudo-sequence HLA-B08:01. The binding affinity (normalized) is 0.199. (3) The peptide sequence is QPENLEYTI. The MHC is HLA-B53:01 with pseudo-sequence HLA-B53:01. The binding affinity (normalized) is 0.692. (4) The binding affinity (normalized) is 0.194. The peptide sequence is KLSGLGFNAV. The MHC is HLA-A68:02 with pseudo-sequence HLA-A68:02.